Dataset: Full USPTO retrosynthesis dataset with 1.9M reactions from patents (1976-2016). Task: Predict the reactants needed to synthesize the given product. Given the product [CH3:12][C:1]1[CH:6]=[C:5]([CH3:7])[CH:4]=[C:3]([CH3:8])[C:2]=1[C:9]1[CH2:14][CH:13]([C:15]2[CH:16]=[CH:17][C:18]([S:21]([NH2:24])(=[O:22])=[O:23])=[CH:19][CH:20]=2)[O:11][N:10]=1, predict the reactants needed to synthesize it. The reactants are: [C:1]1([CH3:12])[CH:6]=[C:5]([CH3:7])[CH:4]=[C:3]([CH3:8])[C:2]=1[C:9]#[N+:10][O-:11].[CH:13]([C:15]1[CH:20]=[CH:19][C:18]([S:21]([NH2:24])(=[O:23])=[O:22])=[CH:17][CH:16]=1)=[CH2:14].